Dataset: Forward reaction prediction with 1.9M reactions from USPTO patents (1976-2016). Task: Predict the product of the given reaction. (1) Given the reactants B(O)(O)[C@H]1N(C([C@@H](N)C(C)C)=O)CCC1.CS(O)(=O)=O.[CH2:21]([N:24]([CH2:37][C:38]1[CH:43]=[CH:42][CH:41]=[CH:40][C:39]=1[C:44]([F:47])([F:46])[F:45])[C@H:25]1[CH2:29][CH2:28][N:27](C(OC(C)(C)C)=O)[CH2:26]1)[CH2:22][CH3:23].Cl, predict the reaction product. The product is: [CH2:21]([N:24]([CH2:37][C:38]1[CH:43]=[CH:42][CH:41]=[CH:40][C:39]=1[C:44]([F:47])([F:45])[F:46])[C@H:25]1[CH2:29][CH2:28][NH:27][CH2:26]1)[CH2:22][CH3:23]. (2) Given the reactants [CH3:1][C:2]1[CH:7]=[C:6]([N:8]2[CH2:12][CH2:11][CH:10]([N:13]3[CH2:17][CH2:16][CH2:15][CH:14]3[CH3:18])[CH2:9]2)[CH:5]=[CH:4][C:3]=1[NH2:19].[O:20]=[C:21]1[NH:27][C:26]2[CH:28]=[C:29]([C:32](O)=[O:33])[CH:30]=[CH:31][C:25]=2[C:24](=[O:35])[NH:23][CH2:22]1, predict the reaction product. The product is: [CH3:1][C:2]1[CH:7]=[C:6]([N:8]2[CH2:12][CH2:11][CH:10]([N:13]3[CH2:17][CH2:16][CH2:15][CH:14]3[CH3:18])[CH2:9]2)[CH:5]=[CH:4][C:3]=1[NH:19][C:32]([C:29]1[CH:30]=[CH:31][C:25]2[C:24](=[O:35])[NH:23][CH2:22][C:21](=[O:20])[NH:27][C:26]=2[CH:28]=1)=[O:33].